From a dataset of Reaction yield outcomes from USPTO patents with 853,638 reactions. Predict the reaction yield, written as a fraction of the theoretical maximum amount of product (1.0 means a 100% yield; for example, 0.34 means a 34% yield). (1) The reactants are Br[C:2]1[CH:3]=[N:4][CH:5]=[CH:6][C:7]=1[CH2:8][O:9][C:10]1[CH:11]=[N:12][C:13]([N:16]2[CH2:21][CH2:20][N:19]([C:22]([O:24][C:25]([CH3:28])([CH3:27])[CH3:26])=[O:23])[CH2:18][CH2:17]2)=[N:14][CH:15]=1.C1(P(C2C=CC=CC=2)C2C3OC4C(=CC=CC=4P(C4C=CC=CC=4)C4C=CC=CC=4)C(C)(C)C=3C=CC=2)C=CC=CC=1.[CH3:71][N:72](C=O)C. The catalyst is [C-]#N.[Zn+2].[C-]#N.C1C=CC(/C=C/C(/C=C/C2C=CC=CC=2)=O)=CC=1.C1C=CC(/C=C/C(/C=C/C2C=CC=CC=2)=O)=CC=1.C1C=CC(/C=C/C(/C=C/C2C=CC=CC=2)=O)=CC=1.[Pd].[Pd]. The product is [C:71]([C:2]1[CH:3]=[N:4][CH:5]=[CH:6][C:7]=1[CH2:8][O:9][C:10]1[CH:11]=[N:12][C:13]([N:16]2[CH2:21][CH2:20][N:19]([C:22]([O:24][C:25]([CH3:27])([CH3:28])[CH3:26])=[O:23])[CH2:18][CH2:17]2)=[N:14][CH:15]=1)#[N:72]. The yield is 0.490. (2) The reactants are [Br:1][C:2]1[CH:3]=[CH:4][CH:5]=[C:6]2[C:10]=1[NH:9][C:8](=[O:11])[C:7]2([C:14]1[C:22](O)=[CH:21][C:17]2[O:18][CH2:19][O:20][C:16]=2[CH:15]=1)[CH2:12][OH:13].C(P(CCCC)CCCC)CCC.N(C(OC(C)(C)C)=O)=NC(OC(C)(C)C)=O. The catalyst is O1CCCC1. The product is [Br:1][C:2]1[CH:3]=[CH:4][CH:5]=[C:6]2[C:10]=1[NH:9][C:8](=[O:11])[C:7]12[C:14]2=[CH:15][C:16]3[O:20][CH2:19][O:18][C:17]=3[CH:21]=[C:22]2[O:13][CH2:12]1. The yield is 0.530. (3) The reactants are [C:1]1([CH2:7][C:8]([O:10][CH2:11][CH3:12])=[O:9])[CH:6]=[CH:5][CH:4]=[CH:3][CH:2]=1.[Li+].[CH3:14]C([N-]C(C)C)C.CI.CN1C(=O)N(C)CCC1. The catalyst is C1COCC1.O. The product is [CH2:11]([O:10][C:8](=[O:9])[CH:7]([C:1]1[CH:6]=[CH:5][CH:4]=[CH:3][CH:2]=1)[CH3:14])[CH3:12]. The yield is 0.720. (4) The reactants are [C:1]([O:5][C:6]([NH:8][CH2:9][C:10]([NH:12][NH:13][C:14]([C:16]([O:18][CH2:19][CH3:20])=[O:17])=[O:15])=O)=[O:7])([CH3:4])([CH3:3])[CH3:2].C(N(CC)CC)C.C1(P(C2C=CC=CC=2)C2C=CC=CC=2)C=CC=CC=1. The catalyst is C(Cl)(Cl)(Cl)Cl.C(Cl)Cl. The product is [C:1]([O:5][C:6]([NH:8][CH2:9][C:10]1[O:15][C:14]([C:16]([O:18][CH2:19][CH3:20])=[O:17])=[N:13][N:12]=1)=[O:7])([CH3:4])([CH3:3])[CH3:2]. The yield is 0.440. (5) The reactants are [Br:1][C:2]1[CH:3]=[CH:4][C:5]([O:12]C)=[C:6]([CH2:8][C:9](=O)[CH3:10])[CH:7]=1.B(Br)(Br)Br.O. The catalyst is C(Cl)Cl. The product is [Br:1][C:2]1[CH:3]=[CH:4][C:5]2[O:12][C:9]([CH3:10])=[CH:8][C:6]=2[CH:7]=1. The yield is 0.570. (6) The reactants are [CH2:1]([O:3][C:4](=[O:18])/[C:5](/[N:15]=[N+]=[N-])=[CH:6]/[C:7]1[C:8]([Cl:14])=[N:9][C:10]([Cl:13])=[CH:11][CH:12]=1)[CH3:2]. The catalyst is C1(C)C=C(C)C=C(C)C=1. The product is [CH2:1]([O:3][C:4]([C:5]1[NH:15][C:12]2[CH:11]=[C:10]([Cl:13])[N:9]=[C:8]([Cl:14])[C:7]=2[CH:6]=1)=[O:18])[CH3:2]. The yield is 0.230. (7) The catalyst is [Pd].C(O)C. The reactants are [F:1][C:2]([F:18])([F:17])[C:3]1[N:8]=[CH:7][C:6]([C:9]2[CH:14]=[CH:13][N:12]=[C:11]([C:15]#[N:16])[CH:10]=2)=[CH:5][CH:4]=1.[H][H]. The product is [F:18][C:2]([F:1])([F:17])[C:3]1[N:8]=[CH:7][C:6]([C:9]2[CH:14]=[CH:13][N:12]=[C:11]([CH2:15][NH2:16])[CH:10]=2)=[CH:5][CH:4]=1. The yield is 0.660.